From a dataset of Full USPTO retrosynthesis dataset with 1.9M reactions from patents (1976-2016). Predict the reactants needed to synthesize the given product. (1) Given the product [C:20]1([C:24]2[CH:25]=[CH:26][CH:27]=[CH:28][CH:29]=2)[CH:21]=[CH:22][CH:23]=[C:18]([C:16]2[N:15]=[CH:14][N:13]=[C:12]([N:11]([C:46](=[O:49])[CH2:45][CH2:43][CH3:44])[C:8]3[CH:9]=[CH:10][C:5]([N:4]([CH2:30][CH3:31])[CH2:3][CH2:2][NH:1][C:32](=[O:35])[CH2:33][CH2:34][CH3:51])=[CH:6][CH:7]=3)[CH:17]=2)[CH:19]=1, predict the reactants needed to synthesize it. The reactants are: [NH2:1][CH2:2][CH2:3][N:4]([CH2:30][CH3:31])[C:5]1[CH:10]=[CH:9][C:8]([NH:11][C:12]2[CH:17]=[C:16]([C:18]3[CH:19]=[C:20]([C:24]4[CH:29]=[CH:28][CH:27]=[CH:26][CH:25]=4)[CH:21]=[CH:22][CH:23]=3)[N:15]=[CH:14][N:13]=2)=[CH:7][CH:6]=1.[C:32](Cl)(=[O:35])[CH2:33][CH3:34].CCN([CH:43]([CH3:45])[CH3:44])C(C)C.[C:46]([O-:49])(O)=O.[Na+].[C:51](OCC)(=O)C. (2) Given the product [NH2:32][C:33]1[CH:34]=[C:35]([CH:38]=[CH:39][C:40]=1[O:41][CH2:42][CH2:43][O:1][N:2]1[C:3](=[O:12])[C:4]2[C:5](=[CH:8][CH:9]=[CH:10][CH:11]=2)[C:6]1=[O:7])[C:36]#[N:37], predict the reactants needed to synthesize it. The reactants are: [OH:1][N:2]1[C:6](=[O:7])[C:5]2=[CH:8][CH:9]=[CH:10][CH:11]=[C:4]2[C:3]1=[O:12].C1(P(C2C=CC=CC=2)C2C=CC=CC=2)C=CC=CC=1.[NH2:32][C:33]1[CH:34]=[C:35]([CH:38]=[CH:39][C:40]=1[O:41][CH2:42][CH2:43]O)[C:36]#[N:37].N(C(OCC)=O)=NC(OCC)=O.